Dataset: NCI-60 drug combinations with 297,098 pairs across 59 cell lines. Task: Regression. Given two drug SMILES strings and cell line genomic features, predict the synergy score measuring deviation from expected non-interaction effect. (1) Synergy scores: CSS=36.0, Synergy_ZIP=5.76, Synergy_Bliss=7.21, Synergy_Loewe=-6.69, Synergy_HSA=7.96. Drug 2: CC1CCC2CC(C(=CC=CC=CC(CC(C(=O)C(C(C(=CC(C(=O)CC(OC(=O)C3CCCCN3C(=O)C(=O)C1(O2)O)C(C)CC4CCC(C(C4)OC)O)C)C)O)OC)C)C)C)OC. Drug 1: CN1CCC(CC1)COC2=C(C=C3C(=C2)N=CN=C3NC4=C(C=C(C=C4)Br)F)OC. Cell line: HT29. (2) Drug 1: C1CC(=O)NC(=O)C1N2CC3=C(C2=O)C=CC=C3N. Drug 2: CN1C2=C(C=C(C=C2)N(CCCl)CCCl)N=C1CCCC(=O)O.Cl. Cell line: NCI-H460. Synergy scores: CSS=4.68, Synergy_ZIP=0.760, Synergy_Bliss=1.28, Synergy_Loewe=2.56, Synergy_HSA=1.47. (3) Drug 1: C1C(C(OC1N2C=NC3=C(N=C(N=C32)Cl)N)CO)O. Drug 2: CCN(CC)CCNC(=O)C1=C(NC(=C1C)C=C2C3=C(C=CC(=C3)F)NC2=O)C. Cell line: IGROV1. Synergy scores: CSS=10.4, Synergy_ZIP=1.46, Synergy_Bliss=3.27, Synergy_Loewe=3.24, Synergy_HSA=3.82. (4) Drug 1: CC(CN1CC(=O)NC(=O)C1)N2CC(=O)NC(=O)C2. Drug 2: CC1OCC2C(O1)C(C(C(O2)OC3C4COC(=O)C4C(C5=CC6=C(C=C35)OCO6)C7=CC(=C(C(=C7)OC)O)OC)O)O. Cell line: MALME-3M. Synergy scores: CSS=28.0, Synergy_ZIP=4.65, Synergy_Bliss=8.48, Synergy_Loewe=2.92, Synergy_HSA=9.90. (5) Drug 1: CC1CCC2CC(C(=CC=CC=CC(CC(C(=O)C(C(C(=CC(C(=O)CC(OC(=O)C3CCCCN3C(=O)C(=O)C1(O2)O)C(C)CC4CCC(C(C4)OC)OCCO)C)C)O)OC)C)C)C)OC. Drug 2: C(CN)CNCCSP(=O)(O)O. Synergy scores: CSS=11.0, Synergy_ZIP=-3.84, Synergy_Bliss=-3.54, Synergy_Loewe=-92.6, Synergy_HSA=-1.76. Cell line: MDA-MB-435. (6) Drug 1: C1CC2CC3=C(CC1C24CN(S(=O)(=O)N4)CC(F)(F)F)C=CC(=C3)C=CCN5CCC(CC5)C(F)(F)F. Drug 2: CCN(CC)CCNC(=O)C1=C(NC(=C1C)C=C2C3=C(C=CC(=C3)F)NC2=O)C. Cell line: UACC62. Synergy scores: CSS=50.5, Synergy_ZIP=4.51, Synergy_Bliss=6.96, Synergy_Loewe=10.1, Synergy_HSA=13.0. (7) Drug 1: CN(C)N=NC1=C(NC=N1)C(=O)N. Drug 2: CC1C(C(CC(O1)OC2CC(CC3=C2C(=C4C(=C3O)C(=O)C5=C(C4=O)C(=CC=C5)OC)O)(C(=O)CO)O)N)O.Cl. Cell line: RXF 393. Synergy scores: CSS=49.4, Synergy_ZIP=-0.140, Synergy_Bliss=0.288, Synergy_Loewe=-13.7, Synergy_HSA=2.56. (8) Drug 1: CN(C)N=NC1=C(NC=N1)C(=O)N. Drug 2: CC1CCC2CC(C(=CC=CC=CC(CC(C(=O)C(C(C(=CC(C(=O)CC(OC(=O)C3CCCCN3C(=O)C(=O)C1(O2)O)C(C)CC4CCC(C(C4)OC)O)C)C)O)OC)C)C)C)OC. Cell line: U251. Synergy scores: CSS=19.0, Synergy_ZIP=-11.4, Synergy_Bliss=-6.43, Synergy_Loewe=-21.2, Synergy_HSA=-2.69. (9) Drug 1: C1C(C(OC1N2C=NC3=C(N=C(N=C32)Cl)N)CO)O. Drug 2: B(C(CC(C)C)NC(=O)C(CC1=CC=CC=C1)NC(=O)C2=NC=CN=C2)(O)O. Cell line: IGROV1. Synergy scores: CSS=31.4, Synergy_ZIP=-5.61, Synergy_Bliss=-9.17, Synergy_Loewe=-25.7, Synergy_HSA=-9.24. (10) Drug 1: CC1=C(C(CCC1)(C)C)C=CC(=CC=CC(=CC(=O)O)C)C. Drug 2: C(CCl)NC(=O)N(CCCl)N=O. Cell line: HOP-62. Synergy scores: CSS=2.09, Synergy_ZIP=0.322, Synergy_Bliss=1.83, Synergy_Loewe=1.12, Synergy_HSA=1.21.